From a dataset of Forward reaction prediction with 1.9M reactions from USPTO patents (1976-2016). Predict the product of the given reaction. (1) Given the reactants [CH3:1][O:2][C:3]1[CH:8]=[CH:7][C:6](B(O)O)=[CH:5][N:4]=1.[CH3:12][N:13]([C:22]1[CH:27]=[CH:26][C:25]([NH:28][C:29]([NH:31][C:32]2[CH:37]=[CH:36][CH:35]=[CH:34][CH:33]=2)=[O:30])=[CH:24][CH:23]=1)[S:14]([C:17]1[CH:18]=[N:19][NH:20][CH:21]=1)(=[O:16])=[O:15], predict the reaction product. The product is: [CH3:12][N:13]([C:22]1[CH:23]=[CH:24][C:25]([NH:28][C:29]([NH:31][C:32]2[CH:37]=[CH:36][CH:35]=[CH:34][CH:33]=2)=[O:30])=[CH:26][CH:27]=1)[S:14]([C:17]1[CH:21]=[N:20][N:19]([C:6]2[CH:7]=[CH:8][C:3]([O:2][CH3:1])=[N:4][CH:5]=2)[CH:18]=1)(=[O:15])=[O:16]. (2) Given the reactants [I:1][C:2]1[CH:7]=[CH:6][C:5]([OH:8])=[CH:4][CH:3]=1.[H-].[Na+].[CH2:11](Cl)[O:12][CH3:13], predict the reaction product. The product is: [I:1][C:2]1[CH:7]=[CH:6][C:5]([O:8][CH2:11][O:12][CH3:13])=[CH:4][CH:3]=1. (3) Given the reactants [Cl:1][C:2]1[C:3]([C:23]2[N:27]3[CH:28]=[CH:29][CH:30]=[CH:31][C:26]3=[N:25][CH:24]=2)=[N:4][C:5]([NH:8][C:9]2[CH:14]=[CH:13][C:12]([N:15]3[CH2:20][CH2:19][NH:18][CH2:17][CH2:16]3)=[CH:11][C:10]=2[O:21][CH3:22])=[N:6][CH:7]=1.[CH3:32][C:33]1([CH3:36])[CH2:35][O:34]1, predict the reaction product. The product is: [Cl:1][C:2]1[C:3]([C:23]2[N:27]3[CH:28]=[CH:29][CH:30]=[CH:31][C:26]3=[N:25][CH:24]=2)=[N:4][C:5]([NH:8][C:9]2[CH:14]=[CH:13][C:12]([N:15]3[CH2:16][CH2:17][N:18]([CH2:32][C:33]([CH3:36])([OH:34])[CH3:35])[CH2:19][CH2:20]3)=[CH:11][C:10]=2[O:21][CH3:22])=[N:6][CH:7]=1. (4) Given the reactants [C:1]([O:5][C:6](=[O:44])[NH:7][CH2:8][C:9]1[CH:14]=[C:13]([NH:15][CH:16]([C:32]2[CH:37]=[C:36]([O:38][CH3:39])[C:35]([O:40][CH3:41])=[CH:34][C:33]=2[F:42])[C:17]2[NH:21][C:20](=[O:22])[N:19]([C:23]3[CH:28]=[CH:27][CH:26]=[CH:25][C:24]=3[N+:29]([O-])=O)[N:18]=2)[CH:12]=[CH:11][C:10]=1[Br:43])([CH3:4])([CH3:3])[CH3:2], predict the reaction product. The product is: [C:1]([O:5][C:6](=[O:44])[NH:7][CH2:8][C:9]1[CH:14]=[C:13]([NH:15][CH:16]([C:17]2[NH:21][C:20](=[O:22])[N:19]([C:23]3[CH:28]=[CH:27][CH:26]=[CH:25][C:24]=3[NH2:29])[N:18]=2)[C:32]2[CH:37]=[C:36]([O:38][CH3:39])[C:35]([O:40][CH3:41])=[CH:34][C:33]=2[F:42])[CH:12]=[CH:11][C:10]=1[Br:43])([CH3:4])([CH3:2])[CH3:3]. (5) The product is: [NH2:9][C:8]([NH:17][C:18]1[CH:19]=[CH:20][C:21]([CH2:24][CH2:25][C:26]2[N:27]=[C:28]([NH:42][C:43](=[O:45])[CH3:44])[S:29][C:30]=2[CH2:31][C:32]2[CH:37]=[CH:36][CH:35]=[C:34]([S:38]([CH3:41])(=[O:40])=[O:39])[CH:33]=2)=[CH:22][CH:23]=1)=[NH:7]. Given the reactants C(OC(=O)[NH:7][CH:8]([NH:17][C:18]1[CH:23]=[CH:22][C:21]([CH2:24][CH2:25][C:26]2[N:27]=[C:28]([NH:42][C:43](=[O:45])[CH3:44])[S:29][C:30]=2[CH2:31][C:32]2[CH:37]=[CH:36][CH:35]=[C:34]([S:38]([CH3:41])(=[O:40])=[O:39])[CH:33]=2)=[CH:20][CH:19]=1)[NH:9]C(=O)OC(C)(C)C)(C)(C)C.Cl, predict the reaction product. (6) Given the reactants [Cl:1][CH:2]([Cl:5])[C:3]#[N:4].C[O-].[Na+].Cl.[CH2:10]([O:12][C:13](=[O:18])[C@H:14]([CH2:16][SH:17])N)[CH3:11].O, predict the reaction product. The product is: [Cl:1][CH:2]([Cl:5])[C:3]1[S:17][CH2:16][CH:14]([C:13]([O:12][CH2:10][CH3:11])=[O:18])[N:4]=1. (7) Given the reactants [C:1]([C:3]1[CH:4]=[CH:5][C:6]([N:32]2[CH2:37][CH2:36][CH2:35][C@@H:34]([NH:38][C:39]([C:41]3[S:42][CH:43]=[CH:44][N:45]=3)=[O:40])[CH2:33]2)=[C:7]2[C:11]=1[N:10](S(C1C=CC(C)=CC=1)(=O)=O)[C:9]([C:22]1[CH2:23][CH2:24][N:25]([S:28]([CH3:31])(=[O:30])=[O:29])[CH2:26][CH:27]=1)=[CH:8]2)#[N:2].[OH-:46].[Na+].OO.[NH4+].[Cl-], predict the reaction product. The product is: [C:1]([C:3]1[CH:4]=[CH:5][C:6]([N:32]2[CH2:37][CH2:36][CH2:35][C@@H:34]([NH:38][C:39]([C:41]3[S:42][CH:43]=[CH:44][N:45]=3)=[O:40])[CH2:33]2)=[C:7]2[C:11]=1[NH:10][C:9]([C:22]1[CH2:23][CH2:24][N:25]([S:28]([CH3:31])(=[O:29])=[O:30])[CH2:26][CH:27]=1)=[CH:8]2)(=[O:46])[NH2:2].